The task is: Predict the reactants needed to synthesize the given product.. This data is from Retrosynthesis with 50K atom-mapped reactions and 10 reaction types from USPTO. (1) Given the product COc1cc(NCCc2ccc(Br)s2)ccc1-c1cnco1, predict the reactants needed to synthesize it. The reactants are: BrCCc1ccc(Br)s1.COc1cc(N)ccc1-c1cnco1. (2) Given the product COc1cc(C(N)=O)c([N+](=O)[O-])c(F)c1OC, predict the reactants needed to synthesize it. The reactants are: COc1cc(C(=O)O)c([N+](=O)[O-])c(F)c1OC.N. (3) The reactants are: C=CC(=O)O.CCN(CC)CC(C)(C)CN. Given the product C=CC(=O)NCC(C)(C)CN(CC)CC, predict the reactants needed to synthesize it.